Dataset: Forward reaction prediction with 1.9M reactions from USPTO patents (1976-2016). Task: Predict the product of the given reaction. (1) Given the reactants [S:1]1[C:5]2[CH:6]=[CH:7][CH:8]=[CH:9][C:4]=2[C:3](=[O:10])[NH:2]1.[CH2:11]([N:18]=[C:19]=[O:20])[C:12]1[CH:17]=[CH:16][CH:15]=[CH:14][CH:13]=1, predict the reaction product. The product is: [CH2:11]([NH:18][C:19]([N:2]1[C:3](=[O:10])[C:4]2[CH:9]=[CH:8][CH:7]=[CH:6][C:5]=2[S:1]1)=[O:20])[C:12]1[CH:17]=[CH:16][CH:15]=[CH:14][CH:13]=1. (2) Given the reactants Br[C:2]1[CH:7]=[C:6]([CH3:8])[CH:5]=[C:4]([Br:9])[N:3]=1.[NH4+:10].[Cl-], predict the reaction product. The product is: [Br:9][C:4]1[N:3]=[C:2]([C:2]2[CH:7]=[C:6]([CH3:8])[CH:5]=[CH:4][N:10]=2)[CH:7]=[C:6]([CH3:8])[CH:5]=1. (3) Given the reactants N1C2C=CC=CC=2N=C1C1CCN(CCC2OC(=O)C(CC)(CC)C2)CC1.[Cl:28][C:29]1[CH:34]=[CH:33][C:32]([N:35]2[CH2:40][CH2:39][NH:38][CH2:37][CH2:36]2)=[CH:31][CH:30]=1.N1(C2C=CC=CC=2C#N)CCNCC1.CC1C=CC(S(O[CH2:66][CH2:67][CH:68]2[CH2:72][C:71]3([CH2:77][CH2:76][CH2:75][CH2:74][CH2:73]3)[C:70](=[O:78])[O:69]2)(=O)=O)=CC=1.CC1C=CC(S(OCCC2CC(CC)(CC)C(=O)O2)(=O)=O)=CC=1, predict the reaction product. The product is: [Cl:28][C:29]1[CH:30]=[CH:31][C:32]([N:35]2[CH2:40][CH2:39][N:38]([CH2:66][CH2:67][CH:68]3[CH2:72][C:71]4([CH2:73][CH2:74][CH2:75][CH2:76][CH2:77]4)[C:70](=[O:78])[O:69]3)[CH2:37][CH2:36]2)=[CH:33][CH:34]=1. (4) The product is: [Cl:12][C:13]1[C:14]([C:20]([O:22][C:23]([CH3:26])([CH3:25])[CH3:24])=[O:21])=[N:15][C:16]([Cl:19])=[CH:17][CH:18]=1. Given the reactants S(=O)(=O)(O)O.S([O-])([O-])(=O)=O.[Mg+2].[Cl:12][C:13]1[C:14]([C:20]([OH:22])=[O:21])=[N:15][C:16]([Cl:19])=[CH:17][CH:18]=1.[C:23](O)([CH3:26])([CH3:25])[CH3:24].C(=O)([O-])[O-].[Na+].[Na+], predict the reaction product. (5) The product is: [CH:1]1([N:5]2[CH2:11][CH2:10][C:9]3[CH:12]=[C:13]([C:16](=[O:25])[CH2:17][CH2:18][C:19]4[CH:23]=[CH:22][N:21]([CH3:24])[N:20]=4)[CH:14]=[CH:15][C:8]=3[CH2:7][CH2:6]2)[CH2:4][CH2:3][CH2:2]1. Given the reactants [CH:1]1([N:5]2[CH2:11][CH2:10][C:9]3[CH:12]=[C:13]([CH:16]([OH:25])[CH2:17][CH2:18][C:19]4[CH:23]=[CH:22][N:21]([CH3:24])[N:20]=4)[CH:14]=[CH:15][C:8]=3[CH2:7][CH2:6]2)[CH2:4][CH2:3][CH2:2]1, predict the reaction product. (6) Given the reactants [Br:1][C:2]1[CH:10]=[CH:9][C:5]([C:6]([OH:8])=[O:7])=[C:4]([N+:11]([O-:13])=[O:12])[CH:3]=1.[CH3:14]I.O, predict the reaction product. The product is: [CH3:14][O:7][C:6](=[O:8])[C:5]1[CH:9]=[CH:10][C:2]([Br:1])=[CH:3][C:4]=1[N+:11]([O-:13])=[O:12]. (7) Given the reactants CO[C:3](=[O:25])/[C:4](=[N:22]/[O:23][CH3:24])/[C:5](/[CH3:21])=[CH:6]\[CH2:7][O:8][C:9]1[CH:13]=[CH:12][N:11]([C:14]2[CH:19]=[CH:18][C:17]([Cl:20])=[CH:16][CH:15]=2)[N:10]=1.[CH3:26][NH2:27], predict the reaction product. The product is: [CH3:26][NH:27][C:3](=[O:25])/[C:4](=[N:22]/[O:23][CH3:24])/[C:5](/[CH3:21])=[CH:6]\[CH2:7][O:8][C:9]1[CH:13]=[CH:12][N:11]([C:14]2[CH:15]=[CH:16][C:17]([Cl:20])=[CH:18][CH:19]=2)[N:10]=1. (8) Given the reactants [H-].[Na+].C(OP([CH2:11][C:12]([O:14][CH2:15][CH3:16])=[O:13])(OCC)=O)C.[CH:17]1([C:20]([C:22]2[CH:27]=[CH:26][N:25]=[C:24]([CH2:28][O:29][CH2:30][O:31][CH3:32])[CH:23]=2)=O)[CH2:19][CH2:18]1.O, predict the reaction product. The product is: [CH:17]1([C:20]([C:22]2[CH:27]=[CH:26][N:25]=[C:24]([CH2:28][O:29][CH2:30][O:31][CH3:32])[CH:23]=2)=[CH:11][C:12]([O:14][CH2:15][CH3:16])=[O:13])[CH2:18][CH2:19]1. (9) The product is: [C:14]([C:2]1[CH:11]=[CH:10][C:5]([C:6]([O:8][CH3:9])=[O:7])=[C:4]([CH2:12][CH3:13])[CH:3]=1)#[N:15]. Given the reactants Br[C:2]1[CH:11]=[CH:10][C:5]([C:6]([O:8][CH3:9])=[O:7])=[C:4]([CH2:12][CH3:13])[CH:3]=1.[CH3:14][N:15](C=O)C, predict the reaction product. (10) Given the reactants [Cl:1][C:2]1[CH:7]=[C:6]([Cl:8])[CH:5]=[CH:4][C:3]=1[S:9](Cl)(=[O:11])=[O:10].[NH3:13], predict the reaction product. The product is: [Cl:1][C:2]1[CH:7]=[C:6]([Cl:8])[CH:5]=[CH:4][C:3]=1[S:9]([NH2:13])(=[O:11])=[O:10].